This data is from Forward reaction prediction with 1.9M reactions from USPTO patents (1976-2016). The task is: Predict the product of the given reaction. (1) Given the reactants [CH:1]1([NH:7][CH:8]2[CH2:13][CH2:12][CH2:11][CH2:10][CH2:9]2)[CH2:6][CH2:5][CH2:4][CH2:3][CH2:2]1.C[Mg]Br.[C:17](#[N:24])[C:18]1[CH:23]=[CH:22][CH:21]=[CH:20][CH:19]=1.[Cl-].[NH4+], predict the reaction product. The product is: [CH:8]1([N:7]([CH:1]2[CH2:2][CH2:3][CH2:4][CH2:5][CH2:6]2)[C:17](=[NH:24])[C:18]2[CH:23]=[CH:22][CH:21]=[CH:20][CH:19]=2)[CH2:9][CH2:10][CH2:11][CH2:12][CH2:13]1. (2) Given the reactants [CH3:1][C:2]1([CH3:26])[O:6][C@@H:5]([CH2:7][N:8]2[C:16]3[C:11](=[CH:12][C:13]([N+:18]([O-])=O)=[C:14]([F:17])[CH:15]=3)[CH:10]=[C:9]2[C:21]([CH3:25])([CH3:24])[CH2:22][OH:23])[CH2:4][O:3]1, predict the reaction product. The product is: [NH2:18][C:13]1[CH:12]=[C:11]2[C:16](=[CH:15][C:14]=1[F:17])[N:8]([CH2:7][C@H:5]1[CH2:4][O:3][C:2]([CH3:1])([CH3:26])[O:6]1)[C:9]([C:21]([CH3:25])([CH3:24])[CH2:22][OH:23])=[CH:10]2. (3) Given the reactants Br[C:2]1[CH:3]=[C:4]2[C:9](=[CH:10][CH:11]=1)[NH:8][C:7](=O)[C:6]([C:13]1[CH:18]=[CH:17][CH:16]=[CH:15][CH:14]=1)=[C:5]2O.[CH3:20][O:21][C:22]1[CH:23]=[C:24]([C:28]([C:30]2[CH:31]=[N:32][CH:33]=[CH:34][CH:35]=2)=[O:29])[CH:25]=[CH:26][CH:27]=1.[Cl:36]C1C=C(C(C2C=NC=CC=2)=O)C=CC=1, predict the reaction product. The product is: [Cl:36][C:5]1[C:4]2[C:9](=[CH:10][CH:11]=[C:2]([C:28]([C:24]3[CH:25]=[CH:26][CH:27]=[C:22]([O:21][CH3:20])[CH:23]=3)([C:30]3[CH:31]=[N:32][CH:33]=[CH:34][CH:35]=3)[OH:29])[CH:3]=2)[N:8]=[CH:7][C:6]=1[C:13]1[CH:18]=[CH:17][CH:16]=[CH:15][CH:14]=1. (4) Given the reactants Cl[C:2]1[C:11]2[C:6](=[CH:7][C:8]([O:14][CH3:15])=[C:9]([O:12][CH3:13])[CH:10]=2)[N:5]=[CH:4][N:3]=1.[C:16]1([CH:22]2[CH2:27][NH:26][CH2:25][CH2:24][N:23]2[C:28]([O:30][C:31]([CH3:34])([CH3:33])[CH3:32])=[O:29])[CH:21]=[CH:20][CH:19]=[CH:18][CH:17]=1.C(=O)([O-])[O-].[K+].[K+], predict the reaction product. The product is: [CH3:13][O:12][C:9]1[CH:10]=[C:11]2[C:6](=[CH:7][C:8]=1[O:14][CH3:15])[N:5]=[CH:4][N:3]=[C:2]2[N:26]1[CH2:25][CH2:24][N:23]([C:28]([O:30][C:31]([CH3:34])([CH3:33])[CH3:32])=[O:29])[CH:22]([C:16]2[CH:17]=[CH:18][CH:19]=[CH:20][CH:21]=2)[CH2:27]1. (5) Given the reactants [O:1]1[C:5]([C:6]2[C:7]3[N:8]([C:16]([C:19]([NH:21][CH:22]4[CH2:27][CH2:26][O:25][CH2:24][CH2:23]4)=[O:20])=[CH:17][N:18]=3)[CH:9]=[C:10]([C:12]([F:15])([F:14])[F:13])[CH:11]=2)=[CH:4][N:3]=[CH:2]1.I[CH3:29].[H-].[Na+].[Cl-].[NH4+], predict the reaction product. The product is: [CH3:29][N:21]([CH:22]1[CH2:27][CH2:26][O:25][CH2:24][CH2:23]1)[C:19]([C:16]1[N:8]2[CH:9]=[C:10]([C:12]([F:14])([F:15])[F:13])[CH:11]=[C:6]([C:5]3[O:1][CH:2]=[N:3][CH:4]=3)[C:7]2=[N:18][CH:17]=1)=[O:20].